From a dataset of Forward reaction prediction with 1.9M reactions from USPTO patents (1976-2016). Predict the product of the given reaction. (1) Given the reactants [C:1]([NH:5][C:6](=[O:27])[C:7]1[CH:12]=[CH:11][CH:10]=[C:9]([CH2:13][N:14]2[C:22]3[C:17](=[CH:18][C:19]([N+:24]([O-])=O)=[CH:20][C:21]=3[Cl:23])[CH:16]=[CH:15]2)[CH:8]=1)([CH3:4])([CH3:3])[CH3:2].O.[Cl-].[Ca+2].[Cl-], predict the reaction product. The product is: [NH2:24][C:19]1[CH:18]=[C:17]2[C:22](=[C:21]([Cl:23])[CH:20]=1)[N:14]([CH2:13][C:9]1[CH:8]=[C:7]([CH:12]=[CH:11][CH:10]=1)[C:6]([NH:5][C:1]([CH3:3])([CH3:4])[CH3:2])=[O:27])[CH:15]=[CH:16]2. (2) Given the reactants [NH2:1][C:2]1[N:7]=[C:6]([C:8]2[S:9][CH:10]=[CH:11][CH:12]=2)[N:5]=[C:4](O)[CH:3]=1.P(Cl)(Cl)([Cl:16])=O, predict the reaction product. The product is: [Cl:16][C:4]1[N:5]=[C:6]([C:8]2[S:9][CH:10]=[CH:11][CH:12]=2)[N:7]=[C:2]([NH2:1])[CH:3]=1. (3) Given the reactants [NH2:1][C:2]1[CH:7]=[CH:6][C:5]([F:8])=[CH:4][N:3]=1.CCN(C(C)C)C(C)C.[Cl:18][CH2:19][C:20](Cl)=[O:21], predict the reaction product. The product is: [Cl:18][CH2:19][C:20]([NH:1][C:2]1[CH:7]=[CH:6][C:5]([F:8])=[CH:4][N:3]=1)=[O:21]. (4) Given the reactants Br[C:2]1[CH:20]=[CH:19][C:5]2[N:6]([CH2:14][CH2:15][N:16]([CH3:18])[CH3:17])[C:7]([CH2:9][C:10]([CH3:13])([CH3:12])[CH3:11])=[N:8][C:4]=2[CH:3]=1.[SH:21][C@@H:22]1[CH2:26][CH2:25][N:24]([C:27]([O:29][C:30]([CH3:33])([CH3:32])[CH3:31])=[O:28])[CH2:23]1.C(N(CC)C(C)C)(C)C, predict the reaction product. The product is: [CH3:17][N:16]([CH3:18])[CH2:15][CH2:14][N:6]1[C:5]2[CH:19]=[CH:20][C:2]([S:21][C@@H:22]3[CH2:26][CH2:25][N:24]([C:27]([O:29][C:30]([CH3:33])([CH3:32])[CH3:31])=[O:28])[CH2:23]3)=[CH:3][C:4]=2[N:8]=[C:7]1[CH2:9][C:10]([CH3:13])([CH3:12])[CH3:11]. (5) Given the reactants [CH3:1][O:2][C:3]([C:5]12[CH2:14][CH:9]3[CH2:10][CH:11]([CH2:13][CH:7]([CH:8]3[NH:15][NH:16][C:17]([O:19][CH2:20][C:21]3[CH:26]=[CH:25][CH:24]=[CH:23][CH:22]=3)=[O:18])[CH2:6]1)[CH2:12]2)=[O:4].[Br:27][C:28]([CH3:33])([CH3:32])[C:29](Br)=[O:30], predict the reaction product. The product is: [Br:27][C:28]([CH3:33])([CH3:32])[C:29]([N:15]([CH:8]1[CH:9]2[CH2:10][CH:11]3[CH2:12][C:5]([C:3]([O:2][CH3:1])=[O:4])([CH2:6][CH:7]1[CH2:13]3)[CH2:14]2)[NH:16][C:17]([O:19][CH2:20][C:21]1[CH:22]=[CH:23][CH:24]=[CH:25][CH:26]=1)=[O:18])=[O:30]. (6) Given the reactants [CH:1]1([C@:4]([OH:24])([CH3:23])[CH2:5][NH:6][C:7]([C:9]2[CH:14]=[N:13][C:12](Br)=[C:11]([C:16]3[CH:21]=[CH:20][C:19]([Cl:22])=[CH:18][CH:17]=3)[N:10]=2)=[O:8])[CH2:3][CH2:2]1.[F:25][C:26]([F:30])([F:29])[CH2:27][OH:28].C(=O)([O-])[O-].[Cs+].[Cs+], predict the reaction product. The product is: [CH:1]1([C@:4]([OH:24])([CH3:23])[CH2:5][NH:6][C:7]([C:9]2[CH:14]=[N:13][C:12]([O:28][CH2:27][C:26]([F:30])([F:29])[F:25])=[C:11]([C:16]3[CH:21]=[CH:20][C:19]([Cl:22])=[CH:18][CH:17]=3)[N:10]=2)=[O:8])[CH2:3][CH2:2]1. (7) Given the reactants C[O:2][C:3](=[O:21])[C@@H:4]([O:19][CH3:20])[CH2:5][C:6]1[CH:11]=[CH:10][CH:9]=[C:8]([O:12][C:13]([C:16]([OH:18])=O)([CH3:15])[CH3:14])[CH:7]=1.[Cl:22][C:23]1[CH:28]=[CH:27][CH:26]=[C:25]([Cl:29])[C:24]=1[CH2:30][CH2:31][NH2:32].C(O[C@@H](CC1C=CC(O[C@@H](C(=O)NCCC2C=CC(OC3C=CC=CC=3)=CC=2)C)=CC=1)C(O)=O)C, predict the reaction product. The product is: [Cl:22][C:23]1[CH:28]=[CH:27][CH:26]=[C:25]([Cl:29])[C:24]=1[CH2:30][CH2:31][NH:32][C:16]([C:13]([CH3:14])([O:12][C:8]1[CH:7]=[C:6]([CH2:5][C@H:4]([O:19][CH3:20])[C:3]([OH:2])=[O:21])[CH:11]=[CH:10][CH:9]=1)[CH3:15])=[O:18].